From a dataset of Forward reaction prediction with 1.9M reactions from USPTO patents (1976-2016). Predict the product of the given reaction. (1) Given the reactants [CH3:1][C:2]1[N:3]=[CH:4][N:5]([C:7]2[CH:14]=[CH:13]C(C#N)=[CH:9][C:8]=2[C:15]([F:18])([F:17])[F:16])[CH:6]=1.Cl.[C:20]([OH:23])(=[O:22])[CH3:21], predict the reaction product. The product is: [CH3:1][C:2]1[N:3]=[CH:4][N:5]([C:7]2[CH:14]=[CH:13][C:21]([C:20]([OH:23])=[O:22])=[CH:9][C:8]=2[C:15]([F:18])([F:16])[F:17])[CH:6]=1. (2) Given the reactants [CH2:1]([O:3][P:4]([CH2:9][OH:10])(=[O:8])[O:5][CH2:6][CH3:7])[CH3:2].C(N(CC)CC)C.[Cl:18][C:19]1[CH:24]=[CH:23][C:22]([S:25](Cl)(=[O:27])=[O:26])=[CH:21][CH:20]=1, predict the reaction product. The product is: [Cl:18][C:19]1[CH:24]=[CH:23][C:22]([S:25]([O:10][CH2:9][P:4]([O:5][CH2:6][CH3:7])([O:3][CH2:1][CH3:2])=[O:8])(=[O:27])=[O:26])=[CH:21][CH:20]=1.